Dataset: Full USPTO retrosynthesis dataset with 1.9M reactions from patents (1976-2016). Task: Predict the reactants needed to synthesize the given product. (1) Given the product [N:14]1[CH:19]=[CH:18][C:17]([C:6]2[CH:5]=[C:4]3[C:3](=[CH:2][CH:1]=2)[NH:10][CH:9]=[C:8]3[CH2:11][CH2:12][OH:13])=[CH:16][CH:15]=1, predict the reactants needed to synthesize it. The reactants are: [CH:1]1[C:6](Br)=[CH:5][C:4]2[C:8]([CH2:11][CH2:12][OH:13])=[CH:9][NH:10][C:3]=2[CH:2]=1.[N:14]1[CH:19]=[CH:18][C:17](B(O)O)=[CH:16][CH:15]=1.C([O-])([O-])=O.[Na+].[Na+]. (2) Given the product [CH:23]1([CH2:22][N:9]2[C:8]3[CH:26]=[CH:27][C:5]([NH:4][CH3:3])=[CH:6][C:7]=3[N:11]=[C:10]2[CH2:12][C:13]2[CH:14]=[CH:15][C:16]([O:19][CH2:20][CH3:21])=[CH:17][CH:18]=2)[CH2:25][CH2:24]1, predict the reactants needed to synthesize it. The reactants are: CO[C:3](=O)[NH:4][C:5]1[CH:27]=[CH:26][C:8]2[N:9]([CH2:22][CH:23]3[CH2:25][CH2:24]3)[C:10]([CH2:12][C:13]3[CH:18]=[CH:17][C:16]([O:19][CH2:20][CH3:21])=[CH:15][CH:14]=3)=[N:11][C:7]=2[CH:6]=1.[AlH3].OS(O)(=O)=O.[H-].[H-].[H-].[H-].[Li+].[Al+3].C1COCC1. (3) Given the product [CH2:1]([CH:3]1[CH2:18][C:7]2[S:8][C:9]([NH:17][C:27]([C:19]3[CH2:23][CH2:22][CH2:21][C:20]=3[C:24]([OH:26])=[O:25])=[O:28])=[C:10]([C:11]3[S:12][CH:13]=[C:14]([CH3:16])[N:15]=3)[C:6]=2[CH2:5][CH2:4]1)[CH3:2], predict the reactants needed to synthesize it. The reactants are: [CH2:1]([CH:3]1[CH2:18][C:7]2[S:8][C:9]([NH2:17])=[C:10]([C:11]3[S:12][CH:13]=[C:14]([CH3:16])[N:15]=3)[C:6]=2[CH2:5][CH2:4]1)[CH3:2].[C:19]12[C:27](=[O:28])[O:26][C:24](=[O:25])[C:20]=1[CH2:21][CH2:22][CH2:23]2. (4) Given the product [Br:1][C:2]1[CH:3]=[C:4]([N:10]2[CH2:15][CH2:14][O:13][CH2:12][CH2:11]2)[C:19]([C:18]([OH:16])=[O:20])=[N:6][CH:7]=1, predict the reactants needed to synthesize it. The reactants are: [Br:1][C:2]1[CH:3]=[C:4]([N:10]2[CH2:15][CH2:14][O:13][CH2:12][CH2:11]2)C(C#N)=[N:6][CH:7]=1.[OH-:16].[Na+].[CH2:18]([OH:20])[CH3:19]. (5) Given the product [F:1][C:2]1[C:7]([C:8]2[CH:13]=[CH:12][CH:11]=[C:10]([CH2:14][OH:15])[CH:9]=2)=[CH:6][C:5]([CH2:16][NH:17][C:18]([C:20]2[CH:21]=[C:22]([CH:27]=[CH:28][CH:29]=2)[C:23]([OH:25])=[O:24])=[O:19])=[CH:4][CH:3]=1, predict the reactants needed to synthesize it. The reactants are: [F:1][C:2]1[C:7]([C:8]2[CH:13]=[CH:12][CH:11]=[C:10]([CH2:14][OH:15])[CH:9]=2)=[CH:6][C:5]([CH2:16][NH:17][C:18]([C:20]2[CH:21]=[C:22]([CH:27]=[CH:28][CH:29]=2)[C:23]([O:25]C)=[O:24])=[O:19])=[CH:4][CH:3]=1.[OH-].[Li+].C1COCC1.Cl.